From a dataset of Forward reaction prediction with 1.9M reactions from USPTO patents (1976-2016). Predict the product of the given reaction. (1) Given the reactants C([N:8]1[CH2:13][CH2:12][C:11]([S:21]([C:24]2[CH:29]=[CH:28][C:27]([C:30]3[CH:35]=[CH:34][C:33]([O:36][C:37]([F:42])([F:41])[CH:38]([F:40])[F:39])=[CH:32][CH:31]=3)=[CH:26][CH:25]=2)(=[O:23])=[O:22])([C:14](OC(C)(C)C)=[O:15])[CH2:10][CH2:9]1)C1C=CC=CC=1.C(N([CH2:48][CH3:49])CC)C.F[B-](F)(F)F.N1([O:64][C:65](N(C)C)=[N+](C)C)C2C=CC=CC=2N=N1.[O:72]1[CH2:77][CH2:76][CH2:75][CH2:74][CH:73]1[O:78][NH2:79], predict the reaction product. The product is: [CH3:65][O:64][CH2:48][CH2:49][N:8]1[CH2:9][CH2:10][C:11]([S:21]([C:24]2[CH:29]=[CH:28][C:27]([C:30]3[CH:35]=[CH:34][C:33]([O:36][C:37]([F:42])([F:41])[CH:38]([F:40])[F:39])=[CH:32][CH:31]=3)=[CH:26][CH:25]=2)(=[O:22])=[O:23])([C:14]([NH:79][O:78][CH:73]2[CH2:74][CH2:75][CH2:76][CH2:77][O:72]2)=[O:15])[CH2:12][CH2:13]1. (2) Given the reactants [Br:1][C:2]1[CH:17]=[CH:16][C:5]([O:6][CH2:7][C:8]2[CH:15]=[CH:14][C:11]([CH:12]=[O:13])=[CH:10][CH:9]=2)=[CH:4][CH:3]=1.[BH4-].[Na+], predict the reaction product. The product is: [Br:1][C:2]1[CH:3]=[CH:4][C:5]([O:6][CH2:7][C:8]2[CH:15]=[CH:14][C:11]([CH2:12][OH:13])=[CH:10][CH:9]=2)=[CH:16][CH:17]=1. (3) Given the reactants [C:1]1([OH:7])[CH:6]=[CH:5][CH:4]=[CH:3][CH:2]=1.[Br:8][C:9]1[CH:16]=[C:15](F)[CH:14]=[CH:13][C:10]=1[CH:11]=[O:12].C([O-])([O-])=O.[K+].[K+], predict the reaction product. The product is: [Br:8][C:9]1[CH:16]=[C:15]([O:7][C:1]2[CH:6]=[CH:5][CH:4]=[CH:3][CH:2]=2)[CH:14]=[CH:13][C:10]=1[CH:11]=[O:12]. (4) Given the reactants N[C:2]1[CH:3]=[C:4]2[C:9](=[CH:10][CH:11]=1)[NH:8][C:7]1[N:12]([C:16]3[CH:21]=[CH:20][CH:19]=[CH:18][N:17]=3)[N:13]=[C:14]([CH3:15])[C:6]=1[C:5]2=[O:22].[B-][C:24]#[N:25].[Na+].[CH2:27]=O, predict the reaction product. The product is: [CH3:27][N:25]([CH3:24])[C:2]1[CH:3]=[C:4]2[C:9](=[CH:10][CH:11]=1)[NH:8][C:7]1[N:12]([C:16]3[CH:21]=[CH:20][CH:19]=[CH:18][N:17]=3)[N:13]=[C:14]([CH3:15])[C:6]=1[C:5]2=[O:22]. (5) Given the reactants [CH3:1][C:2]1[CH2:22][S:21][C@@H:5]2[C@H:6]([NH:9][C:10]([C@H:12]([NH2:20])[C:13]3[CH:18]=[CH:17][C:16]([OH:19])=[CH:15][CH:14]=3)=[O:11])[C:7](=[O:8])[N:4]2[C:3]=1[C:23]([OH:25])=[O:24].O, predict the reaction product. The product is: [CH3:1][C:2]1[CH2:22][S:21][C@@H:5]2[C@H:6]([NH:9][C:10]([C@H:12]([NH2:20])[C:13]3[CH:18]=[CH:17][C:16]([OH:19])=[CH:15][CH:14]=3)=[O:11])[C:7](=[O:8])[N:4]2[C:3]=1[C:23]([OH:25])=[O:24]. (6) Given the reactants ClCC[CH2:4][C:5]1(O)[CH:10]=[CH:9][C:8]([CH:11]=O)=[CH:7][CH2:6]1.[OH-:14].[Na+].S(=O)(=O)(O)O.C([O:24][CH2:25][CH3:26])(=O)C, predict the reaction product. The product is: [CH:9]1([C:10]([C:5]2[CH:4]=[CH:26][C:25]([OH:24])=[CH:7][CH:6]=2)=[O:14])[CH2:8][CH2:11]1. (7) Given the reactants Cl[C:2]1[N:7]=[CH:6][C:5]([C:8](=[O:10])[CH3:9])=[CH:4][CH:3]=1.[NH:11]1[CH2:16][CH2:15][O:14][CH2:13][CH2:12]1, predict the reaction product. The product is: [N:11]1([C:2]2[N:7]=[CH:6][C:5]([C:8](=[O:10])[CH3:9])=[CH:4][CH:3]=2)[CH2:16][CH2:15][O:14][CH2:13][CH2:12]1. (8) Given the reactants [NH2:1][CH2:2][CH2:3][CH2:4][CH2:5][O:6][C:7]1[CH:8]=[C:9]([CH:14]=[CH:15][CH:16]=1)[C:10]([O:12][CH3:13])=[O:11].C(N(CC)C(C)C)(C)C.Cl[C:27]1[O:28][C:29]2[CH:35]=[CH:34][CH:33]=[CH:32][C:30]=2[N:31]=1.O, predict the reaction product. The product is: [O:28]1[C:29]2[CH:35]=[CH:34][CH:33]=[CH:32][C:30]=2[N:31]=[C:27]1[NH:1][CH2:2][CH2:3][CH2:4][CH2:5][O:6][C:7]1[CH:8]=[C:9]([CH:14]=[CH:15][CH:16]=1)[C:10]([O:12][CH3:13])=[O:11].